This data is from Reaction yield outcomes from USPTO patents with 853,638 reactions. The task is: Predict the reaction yield, written as a fraction of the theoretical maximum amount of product (1.0 means a 100% yield; for example, 0.34 means a 34% yield). The reactants are C([O:3][C:4](=[O:12])[CH2:5][NH:6][C:7](=[O:11])[CH2:8][CH2:9][CH3:10])C.[OH-].[Na+].Cl.[Na+].[Cl-]. No catalyst specified. The product is [C:7]([NH:6][CH2:5][C:4]([OH:12])=[O:3])(=[O:11])[CH2:8][CH2:9][CH3:10]. The yield is 0.950.